Dataset: Reaction yield outcomes from USPTO patents with 853,638 reactions. Task: Predict the reaction yield, written as a fraction of the theoretical maximum amount of product (1.0 means a 100% yield; for example, 0.34 means a 34% yield). (1) The reactants are [N:1]1[CH:6]=[CH:5][CH:4]=[C:3]([CH2:7][CH:8]2[C:13](=O)[CH:12]3[CH2:15][CH2:16][N:9]2[CH2:10][CH2:11]3)[CH:2]=1.CN.[C:19]([BH3-])#[N:20].[Na+].[OH-].[K+]. The catalyst is [Cl-].[Zn+2].[Cl-].CO. The product is [NH2:20][CH2:19][CH:13]1[CH:12]2[CH2:15][CH2:16][N:9]([CH2:10][CH2:11]2)[CH:8]1[CH2:7][C:3]1[CH:2]=[N:1][CH:6]=[CH:5][CH:4]=1. The yield is 0.830. (2) The reactants are [NH2:1][C:2]([CH3:6])([CH3:5])[CH2:3][OH:4].FC(F)(F)S(O[C@H:13]([CH3:18])[C:14](OC)=[O:15])(=O)=O. No catalyst specified. The product is [CH3:18][C@H:13]1[C:14](=[O:15])[O:4][CH2:3][C:2]([CH3:6])([CH3:5])[NH:1]1. The yield is 0.630.